From a dataset of M1 muscarinic receptor antagonist screen with 61,756 compounds. Binary Classification. Given a drug SMILES string, predict its activity (active/inactive) in a high-throughput screening assay against a specified biological target. (1) The drug is O1CCN(CC1)C\C=C\c1c(OC)cccc1. The result is 0 (inactive). (2) The drug is Clc1cc(c(OCCCC(=O)NC2CCN(CC2)C)cc1)C. The result is 1 (active). (3) The compound is O(C(=O)C1CCN(CC1)c1[nH]c(=O)n(C2CCCCC2)c(=O)c1)CC. The result is 0 (inactive). (4) The molecule is s1c2CC(CCc2c2c1nc(nc2n1nc(cc1C)C)C)C. The result is 0 (inactive). (5) The compound is O=c1n(c(=O)n(c2c1c(n(c2)CCC)c1cc(ccc1)C)C)C. The result is 0 (inactive). (6) The molecule is O(C(=O)c1c(Nc2ccccc2)cccc1)CC(=O)NCc1occc1. The result is 0 (inactive). (7) The result is 0 (inactive). The molecule is Clc1c(cc(OCCNCCO)cc1C)C. (8) The compound is o1c(NCCc2cc(OC)c(OC)cc2)c(nc1c1ccc(cc1)C)C#N. The result is 0 (inactive). (9) The drug is O=c1n(c(=O)n(c2nc(n(CCCCC)c12)CN1C(CCCC1)C)C)C. The result is 0 (inactive).